This data is from Catalyst prediction with 721,799 reactions and 888 catalyst types from USPTO. The task is: Predict which catalyst facilitates the given reaction. (1) Reactant: [OH:1][C:2]1[CH:10]=[CH:9][C:8]2[NH:7][C:6]3[CH:11]([CH2:14][C:15]([O:17][CH2:18][CH3:19])=[O:16])[CH2:12][CH2:13][C:5]=3[C:4]=2[CH:3]=1.O[CH2:21][C:22]1[CH:23]=[C:24]([CH:27]=[C:28]([O:30][C:31]([F:34])([F:33])[F:32])[CH:29]=1)[C:25]#[N:26].C1(P(C2C=CC=CC=2)C2C=CC=CC=2)C=CC=CC=1.CC(OC(/N=N/C(OC(C)C)=O)=O)C. Product: [C:25]([C:24]1[CH:23]=[C:22]([CH:29]=[C:28]([O:30][C:31]([F:32])([F:34])[F:33])[CH:27]=1)[CH2:21][O:1][C:2]1[CH:10]=[CH:9][C:8]2[NH:7][C:6]3[CH:11]([CH2:14][C:15]([O:17][CH2:18][CH3:19])=[O:16])[CH2:12][CH2:13][C:5]=3[C:4]=2[CH:3]=1)#[N:26]. The catalyst class is: 20. (2) Reactant: [Cl:1][C:2]1[CH:3]=[CH:4][C:5]([O:32][CH:33]([F:35])[F:34])=[C:6]([C:8]2[N:9]=[C:10]([N:25]3[CH2:30][CH2:29][C:28](=O)[CH2:27][CH2:26]3)[S:11][C:12]=2[NH:13][C:14]([C:16]2[CH:17]=[N:18][N:19]3[CH:24]=[CH:23][CH:22]=[N:21][C:20]=23)=[O:15])[CH:7]=1.[CH3:36][NH:37][CH2:38][CH2:39][C:40]#[N:41].C(O)(=O)C.C([BH3-])#N. Product: [Cl:1][C:2]1[CH:3]=[CH:4][C:5]([O:32][CH:33]([F:35])[F:34])=[C:6]([C:8]2[N:9]=[C:10]([N:25]3[CH2:26][CH2:27][CH:28]([N:37]([CH2:38][CH2:39][C:40]#[N:41])[CH3:36])[CH2:29][CH2:30]3)[S:11][C:12]=2[NH:13][C:14]([C:16]2[CH:17]=[N:18][N:19]3[CH:24]=[CH:23][CH:22]=[N:21][C:20]=23)=[O:15])[CH:7]=1. The catalyst class is: 61. (3) Reactant: [Br:1][C:2]1[CH:14]=[CH:13][C:12]2[C:11]3[C:6](=[CH:7][C:8](Br)=[CH:9][CH:10]=3)[C:5]([CH3:17])([CH3:16])[C:4]=2[CH:3]=1.B(OC(C)C)(OC(C)C)[O:19]C(C)C.C([Li])CCC.Cl. Product: [Br:1][C:2]1[CH:3]=[C:4]2[C:12]([C:11]3[CH:10]=[CH:9][C:8]([OH:19])=[CH:7][C:6]=3[C:5]2([CH3:17])[CH3:16])=[CH:13][CH:14]=1. The catalyst class is: 134. (4) Reactant: [C:1]([O:4][CH2:5][CH2:6][O:7][C:8]1[CH:9]=[CH:10][CH:11]=[C:12]2[C:17]=1[N:16]=[C:15]([CH3:18])[CH:14]=[CH:13]2)(=[O:3])[CH3:2].[Se](=O)=[O:20]. Product: [C:1]([O:4][CH2:5][CH2:6][O:7][C:8]1[CH:9]=[CH:10][CH:11]=[C:12]2[C:17]=1[N:16]=[C:15]([CH:18]=[O:20])[CH:14]=[CH:13]2)(=[O:3])[CH3:2]. The catalyst class is: 38.